Dataset: NCI-60 drug combinations with 297,098 pairs across 59 cell lines. Task: Regression. Given two drug SMILES strings and cell line genomic features, predict the synergy score measuring deviation from expected non-interaction effect. (1) Drug 1: CC1C(C(CC(O1)OC2CC(OC(C2O)C)OC3=CC4=CC5=C(C(=O)C(C(C5)C(C(=O)C(C(C)O)O)OC)OC6CC(C(C(O6)C)O)OC7CC(C(C(O7)C)O)OC8CC(C(C(O8)C)O)(C)O)C(=C4C(=C3C)O)O)O)O. Drug 2: CN1C2=C(C=C(C=C2)N(CCCl)CCCl)N=C1CCCC(=O)O.Cl. Cell line: NCI-H522. Synergy scores: CSS=58.8, Synergy_ZIP=0.804, Synergy_Bliss=1.97, Synergy_Loewe=-47.5, Synergy_HSA=0.670. (2) Drug 1: C1CC(=O)NC(=O)C1N2CC3=C(C2=O)C=CC=C3N. Drug 2: COC1=NC(=NC2=C1N=CN2C3C(C(C(O3)CO)O)O)N. Cell line: OVCAR-5. Synergy scores: CSS=2.29, Synergy_ZIP=-0.297, Synergy_Bliss=1.56, Synergy_Loewe=-0.610, Synergy_HSA=0.342.